This data is from Full USPTO retrosynthesis dataset with 1.9M reactions from patents (1976-2016). The task is: Predict the reactants needed to synthesize the given product. Given the product [CH2:14]([O:16][CH2:17][CH2:18][O:19][C:20]1[CH:25]=[CH:24][C:23]([C:26]2[CH:31]=[CH:30][C:29]([C:32]([NH:34][NH:35][C:11]([C:8]3[CH:7]=[CH:6][C:5]([C:3]([O:2][CH3:1])=[O:4])=[CH:10][N:9]=3)=[O:13])=[O:33])=[CH:28][CH:27]=2)=[CH:22][CH:21]=1)[CH3:15], predict the reactants needed to synthesize it. The reactants are: [CH3:1][O:2][C:3]([C:5]1[CH:6]=[CH:7][C:8]([C:11]([OH:13])=O)=[N:9][CH:10]=1)=[O:4].[CH2:14]([O:16][CH2:17][CH2:18][O:19][C:20]1[CH:25]=[CH:24][C:23]([C:26]2[CH:31]=[CH:30][C:29]([C:32]([NH:34][NH2:35])=[O:33])=[CH:28][CH:27]=2)=[CH:22][CH:21]=1)[CH3:15].ON1C2C=CC=CC=2N=N1.C(N=C=NCCCN(C)C)C.C(NC(C)C)(C)C.